This data is from Catalyst prediction with 721,799 reactions and 888 catalyst types from USPTO. The task is: Predict which catalyst facilitates the given reaction. (1) Reactant: [C:1]([N:8]1[C:16]2[C:11](=[CH:12][C:13]([O:17][Si:18]([C:21]([CH3:24])([CH3:23])[CH3:22])([CH3:20])[CH3:19])=[CH:14][CH:15]=2)[CH:10]=[CH:9]1)([O:3][C:4]([CH3:7])([CH3:6])[CH3:5])=[O:2].[Li]C(C)(C)C.[C:30](OC)(=[O:35])[C:31]([O:33][CH3:34])=[O:32].CCOC(C)=O. Product: [Si:18]([O:17][C:13]1[CH:12]=[C:11]2[C:16](=[CH:15][CH:14]=1)[N:8]([C:1]([O:3][C:4]([CH3:7])([CH3:6])[CH3:5])=[O:2])[C:9]([C:30](=[O:35])[C:31]([O:33][CH3:34])=[O:32])=[CH:10]2)([C:21]([CH3:24])([CH3:23])[CH3:22])([CH3:20])[CH3:19]. The catalyst class is: 20. (2) Reactant: [CH3:1][O:2][C:3]1[CH:8]=[CH:7][C:6]([CH2:9][N:10]2[CH:27]([C:28]3[CH:33]=[CH:32][CH:31]=[CH:30][CH:29]=3)[CH2:26][O:25][C:12]3([CH2:17][CH2:16][N:15](C(OC(C)(C)C)=O)[CH2:14][CH2:13]3)[CH2:11]2)=[CH:5][CH:4]=1.Cl. Product: [CH3:1][O:2][C:3]1[CH:4]=[CH:5][C:6]([CH2:9][N:10]2[CH:27]([C:28]3[CH:33]=[CH:32][CH:31]=[CH:30][CH:29]=3)[CH2:26][O:25][C:12]3([CH2:13][CH2:14][NH:15][CH2:16][CH2:17]3)[CH2:11]2)=[CH:7][CH:8]=1. The catalyst class is: 2. (3) Reactant: [CH2:1]([C:3]1([OH:8])[CH2:7][CH2:6][CH2:5][CH2:4]1)[CH3:2].CN1CCCC1=O.N12CCCN=C1CCCCC2.[Br:27][CH2:28][C:29](Br)=[O:30]. Product: [Br:27][CH2:28][C:29]([O:8][C:3]1([CH2:1][CH3:2])[CH2:7][CH2:6][CH2:5][CH2:4]1)=[O:30]. The catalyst class is: 84. (4) Product: [CH3:1][N:2]1[C:11]2[CH:10]=[CH:9][CH:8]=[C:7]3[N:12]([CH2:15][C:16]([O-:18])=[O:17])[C:13](=[O:14])[N:5]([C:6]=23)[CH2:4][C:3]1=[O:20].[Na+:22]. The catalyst class is: 5. Reactant: [CH3:1][N:2]1[C:11]2[CH:10]=[CH:9][CH:8]=[C:7]3[N:12]([CH2:15][C:16]([O:18]C)=[O:17])[C:13](=[O:14])[N:5]([C:6]=23)[CH2:4][C:3]1=[O:20].[OH-].[Na+:22].Cl. (5) The catalyst class is: 41. Reactant: Cl.[CH2:2]([N:9]1[CH2:16][CH2:15][C:12]2([CH2:14][CH2:13]2)[C:11](=[O:17])[CH2:10]1)[C:3]1[CH:8]=[CH:7][CH:6]=[CH:5][CH:4]=1.C1C=[N+]([C@@H]2O[C@H](COP(OP(OC[C@H]3O[C@@H](N4C5N=CN=C(N)C=5N=C4)[C@H](O)[C@@H]3O)(O)=O)([O-])=O)[C@@H](O)[C@H]2O)C=C(C(N)=O)C=1.[OH-].[Na+].[Cl-].[Mg+2].[Cl-]. Product: [CH2:2]([N:9]1[CH2:16][CH2:15][C:12]2([CH2:13][CH2:14]2)[C@H:11]([OH:17])[CH2:10]1)[C:3]1[CH:4]=[CH:5][CH:6]=[CH:7][CH:8]=1. (6) Reactant: [NH2:1][C:2]1[CH:25]=[CH:24][C:5]([O:6][C:7]2[C:16]3[C:11](=[CH:12][C:13]([O:19][CH2:20][CH2:21][O:22][CH3:23])=[C:14]([C:17]#[N:18])[CH:15]=3)[N:10]=[CH:9][CH:8]=2)=[CH:4][CH:3]=1.[CH3:26][C:27]1[O:31][N:30]=[C:29]([NH:32][C:33](=O)[O:34]C2C=CC=CC=2)[CH:28]=1.C(N(C(C)C)CC)(C)C. Product: [C:17]([C:14]1[CH:15]=[C:16]2[C:11](=[CH:12][C:13]=1[O:19][CH2:20][CH2:21][O:22][CH3:23])[N:10]=[CH:9][CH:8]=[C:7]2[O:6][C:5]1[CH:4]=[CH:3][C:2]([NH:1][C:33]([NH:32][C:29]2[CH:28]=[C:27]([CH3:26])[O:31][N:30]=2)=[O:34])=[CH:25][CH:24]=1)#[N:18]. The catalyst class is: 11. (7) Reactant: [Si:1]([O:8][CH2:9][C:10]1[C:11]([F:22])=[C:12]([N:16]2[CH2:21][CH2:20][NH:19][CH2:18][CH2:17]2)[CH:13]=[CH:14][CH:15]=1)([C:4]([CH3:7])([CH3:6])[CH3:5])([CH3:3])[CH3:2].Cl.Cl[C:25]1[CH:30]=[CH:29][N:28]=[CH:27][N:26]=1. Product: [Si:1]([O:8][CH2:9][C:10]1[C:11]([F:22])=[C:12]([N:16]2[CH2:21][CH2:20][N:19]([C:25]3[CH:30]=[CH:29][N:28]=[CH:27][N:26]=3)[CH2:18][CH2:17]2)[CH:13]=[CH:14][CH:15]=1)([C:4]([CH3:7])([CH3:5])[CH3:6])([CH3:3])[CH3:2]. The catalyst class is: 41.